Dataset: Aqueous solubility values for 9,982 compounds from the AqSolDB database. Task: Regression/Classification. Given a drug SMILES string, predict its absorption, distribution, metabolism, or excretion properties. Task type varies by dataset: regression for continuous measurements (e.g., permeability, clearance, half-life) or binary classification for categorical outcomes (e.g., BBB penetration, CYP inhibition). For this dataset (solubility_aqsoldb), we predict Y. (1) The Y is -6.10 log mol/L. The molecule is CCCCN(CCCC)SN(C)C(=O)Oc1cccc2c1OC(C)(C)C2. (2) The compound is CCc1cccc2c3c([nH]c12)C(CC)(CC(=O)O)OCC3. The Y is -3.31 log mol/L. (3) The drug is CCCCNCc1ccc(S(=O)(=O)c2csc(S(N)(=O)=O)c2)cc1. The Y is -1.68 log mol/L. (4) The compound is CCCCCCCCCCN. The Y is -2.46 log mol/L. (5) The molecule is Clc1ccc(Cl)c(Oc2ccc(Cl)c(Cl)c2)c1. The Y is -7.07 log mol/L. (6) The compound is O=[N+](O)OCCCCCCCCO[N+](=O)O. The Y is -4.14 log mol/L. (7) The compound is CCC1(C)NC(=O)C(C)(CC)NC1=O. The Y is -1.92 log mol/L.